Dataset: Forward reaction prediction with 1.9M reactions from USPTO patents (1976-2016). Task: Predict the product of the given reaction. (1) Given the reactants Cl.[N:2]1([C:7]2[CH:25]=[CH:24][C:10]([O:11][CH2:12][C:13]3[N:14]=[C:15]([CH:18]4[CH2:23][CH2:22][CH2:21][NH:20][CH2:19]4)[S:16][CH:17]=3)=[CH:9][CH:8]=2)[CH:6]=[N:5][N:4]=[N:3]1.ClC1N=[CH:31][CH:30]=[CH:29][N:28]=1.[C:33]([O-])(O)=O.[Na+].O.C[N:40]([CH:42]=O)[CH3:41], predict the reaction product. The product is: [CH2:31]([C:30]1[CH:41]=[N:40][C:42]([N:20]2[CH2:21][CH2:22][CH2:23][CH:18]([C:15]3[S:16][CH:17]=[C:13]([CH2:12][O:11][C:10]4[CH:9]=[CH:8][C:7]([N:2]5[CH:6]=[N:5][N:4]=[N:3]5)=[CH:25][CH:24]=4)[N:14]=3)[CH2:19]2)=[N:28][CH:29]=1)[CH3:33]. (2) Given the reactants [N+:1]([C:4]1[CH:16]=[CH:15][C:14]2[C:13]3[C:8](=[CH:9][CH:10]=[CH:11][CH:12]=3)[CH2:7][C:6]=2[CH:5]=1)([O-:3])=[O:2].[OH-].[K+].[I-].[K+].O, predict the reaction product. The product is: [CH2:16]([C:7]1([CH2:7][CH2:8][CH2:9][CH3:10])[C:6]2[CH:5]=[C:4]([N+:1]([O-:3])=[O:2])[CH:16]=[CH:15][C:14]=2[C:13]2[C:8]1=[CH:9][CH:10]=[CH:11][CH:12]=2)[CH2:4][CH2:5][CH3:6]. (3) Given the reactants [CH3:1][O:2][CH2:3][CH2:4]Br.[CH3:6][O:7][CH2:8][CH2:9][CH2:10][N:11]1[C:16]2[CH:17]=[C:18]([CH2:21][CH2:22][C@@H:23]3[C@@H:28]([C:29]4[CH:34]=[CH:33][C:32]([CH2:35][OH:36])=[CH:31][CH:30]=4)[C@H:27]([O:37][Si:38]([CH:45]([CH3:47])[CH3:46])([CH:42]([CH3:44])[CH3:43])[CH:39]([CH3:41])[CH3:40])[CH2:26][N:25]([S:48]([C:51]4[CH:56]=[CH:55][C:54]([CH3:57])=[CH:53][CH:52]=4)(=[O:50])=[O:49])[CH2:24]3)[CH:19]=[CH:20][C:15]=2[O:14][CH2:13][CH2:12]1.[H-].[Na+], predict the reaction product. The product is: [CH3:1][O:2][CH2:3][CH2:4][O:36][CH2:35][C:32]1[CH:33]=[CH:34][C:29]([C@H:28]2[C@H:27]([O:37][Si:38]([CH:45]([CH3:47])[CH3:46])([CH:39]([CH3:40])[CH3:41])[CH:42]([CH3:44])[CH3:43])[CH2:26][N:25]([S:48]([C:51]3[CH:52]=[CH:53][C:54]([CH3:57])=[CH:55][CH:56]=3)(=[O:50])=[O:49])[CH2:24][C@@H:23]2[CH2:22][CH2:21][C:18]2[CH:19]=[CH:20][C:15]3[O:14][CH2:13][CH2:12][N:11]([CH2:10][CH2:9][CH2:8][O:7][CH3:6])[C:16]=3[CH:17]=2)=[CH:30][CH:31]=1.